Dataset: Catalyst prediction with 721,799 reactions and 888 catalyst types from USPTO. Task: Predict which catalyst facilitates the given reaction. Reactant: CC(OC(/N=N/C(OC(C)C)=O)=O)C.[CH2:15]([N:17]1[C:23]2[N:24]=[CH:25][C:26]([CH2:28][CH2:29][OH:30])=[CH:27][C:22]=2[C:21](=[O:31])[N:20]([CH3:32])[C:19]2[CH:33]=[CH:34][CH:35]=[N:36][C:18]1=2)[CH3:16].O[C:38]1[CH:43]=[CH:42][C:41]([C:44]2[O:48][C:47]([CH3:49])=[C:46]([C:50]([O:52][CH2:53][CH3:54])=[O:51])[CH:45]=2)=[CH:40][CH:39]=1.C1C=CC(P(C2C=CC=CC=2)C2C=CC=CC=2)=CC=1. Product: [CH2:15]([N:17]1[C:23]2[N:24]=[CH:25][C:26]([CH2:28][CH2:29][O:30][C:38]3[CH:39]=[CH:40][C:41]([C:44]4[O:48][C:47]([CH3:49])=[C:46]([C:50]([O:52][CH2:53][CH3:54])=[O:51])[CH:45]=4)=[CH:42][CH:43]=3)=[CH:27][C:22]=2[C:21](=[O:31])[N:20]([CH3:32])[C:19]2[CH:33]=[CH:34][CH:35]=[N:36][C:18]1=2)[CH3:16]. The catalyst class is: 1.